From a dataset of Full USPTO retrosynthesis dataset with 1.9M reactions from patents (1976-2016). Predict the reactants needed to synthesize the given product. (1) Given the product [C:1]([O:5][C:6]([N:8]1[CH2:9][CH2:10][CH:11]([NH:14][C:15]2[CH:20]=[CH:19][CH:18]=[CH:17][C:16]=2[CH2:21][NH2:22])[CH2:12][CH2:13]1)=[O:7])([CH3:4])([CH3:2])[CH3:3], predict the reactants needed to synthesize it. The reactants are: [C:1]([O:5][C:6]([N:8]1[CH2:13][CH2:12][CH:11]([NH:14][C:15]2[CH:20]=[CH:19][CH:18]=[CH:17][C:16]=2[CH2:21][N:22]2C(=O)C3=CC=CC=C3C2=O)[CH2:10][CH2:9]1)=[O:7])([CH3:4])([CH3:3])[CH3:2].O.NN. (2) Given the product [C:1]([O:4][CH2:5][CH2:6][CH2:7][N:8]1[C:9]2[C:18]3[CH:17]=[CH:16][C:15]([Br:19])=[CH:14][C:13]=3[N:12]=[CH:11][C:10]=2[NH:20][C:26]1=[S:27])(=[O:3])[CH3:2], predict the reactants needed to synthesize it. The reactants are: [C:1]([O:4][CH2:5][CH2:6][CH2:7][NH:8][C:9]1[C:18]2[C:13](=[CH:14][C:15]([Br:19])=[CH:16][CH:17]=2)[N:12]=[CH:11][C:10]=1[NH2:20])(=[O:3])[CH3:2].O1CCCC1.[C:26](N1C=CN=C1)(N1C=CN=C1)=[S:27]. (3) The reactants are: C(O[C:9]([NH:11][CH2:12][CH2:13][C@H:14]([NH:18][C:19]([O:21][C:22]([CH3:25])([CH3:24])[CH3:23])=[O:20])[C:15]([OH:17])=[O:16])=O)C1C=CC=CC=1.[CH2:26]=O. Given the product [C:22]([O:21][C:19]([NH:18][C@@H:14]([CH2:13][CH2:12][N:11]([CH3:9])[CH3:26])[C:15]([OH:17])=[O:16])=[O:20])([CH3:23])([CH3:24])[CH3:25], predict the reactants needed to synthesize it.